This data is from Full USPTO retrosynthesis dataset with 1.9M reactions from patents (1976-2016). The task is: Predict the reactants needed to synthesize the given product. (1) Given the product [Cl:26][C:7]1[CH:6]=[CH:5][C:4]2[N:3]=[C:2]([CH2:33][CH2:32][CH2:31][CH2:30][C:28]#[N:29])[CH:11]=[CH:10][C:9]=2[C:8]=1[C:12]([NH:14][CH2:15][C:16]12[CH2:23][CH:22]3[CH2:24][CH:18]([CH2:19][CH:20]([CH2:21]3)[CH2:25]1)[CH2:17]2)=[O:13], predict the reactants needed to synthesize it. The reactants are: Cl[C:2]1[CH:11]=[CH:10][C:9]2[C:8]([C:12]([NH:14][CH2:15][C:16]34[CH2:25][CH:20]5[CH2:21][CH:22]([CH2:24][CH:18]([CH2:19]5)[CH2:17]3)[CH2:23]4)=[O:13])=[C:7]([Cl:26])[CH:6]=[CH:5][C:4]=2[N:3]=1.[Br-].[C:28]([CH2:30][CH2:31][CH2:32][CH2:33][Zn+])#[N:29].[Cl-].[NH4+]. (2) The reactants are: C(OC(=O)[N:7]([S:13]([C:16]1[CH:21]=[C:20]([Cl:22])[C:19]([O:23][C@H:24]2[CH2:29][CH2:28][CH2:27][CH2:26][C@H:25]2[N:30]2[CH:34]=[CH:33][N:32]=[CH:31]2)=[CH:18][C:17]=1[F:35])(=[O:15])=[O:14])[C:8]1[N:9]=[CH:10][S:11][CH:12]=1)(C)(C)C.FC(F)(F)C(O)=O. Given the product [Cl:22][C:20]1[C:19]([O:23][C@H:24]2[CH2:29][CH2:28][CH2:27][CH2:26][C@@H:25]2[N:30]2[CH:34]=[CH:33][N:32]=[CH:31]2)=[CH:18][C:17]([F:35])=[C:16]([S:13]([NH:7][C:8]2[N:9]=[CH:10][S:11][CH:12]=2)(=[O:15])=[O:14])[CH:21]=1, predict the reactants needed to synthesize it. (3) The reactants are: [NH2:1][C@@H:2]([C:12]([OH:14])=[O:13])[CH2:3][S:4][CH2:5][C:6]1[CH:11]=[CH:10][CH:9]=[CH:8][CH:7]=1.O.N1C=CC=CC=1.[NH:22]([C:42]([O:44][C:45]([CH3:48])([CH3:47])[CH3:46])=[O:43])[C@H:23]([C:32](ON1C(=O)CCC1=O)=[O:33])[CH2:24][C:25](=[O:31])[O:26][C:27]([CH3:30])([CH3:29])[CH3:28]. Given the product [NH:22]([C:42]([O:44][C:45]([CH3:48])([CH3:47])[CH3:46])=[O:43])[C@H:23]([C:32]([NH:1][C@H:2]([C:12]([OH:14])=[O:13])[CH2:3][S:4][CH2:5][C:6]1[CH:7]=[CH:8][CH:9]=[CH:10][CH:11]=1)=[O:33])[CH2:24][C:25](=[O:31])[O:26][C:27]([CH3:30])([CH3:28])[CH3:29], predict the reactants needed to synthesize it. (4) Given the product [O:15]1[C:11]2([CH2:12][CH2:13][N:8]([C@@H:3]3[CH2:4][CH2:5][CH2:6][CH2:7][C@H:2]3[OH:1])[CH2:9][CH2:10]2)[O:14][CH2:17][CH2:16]1, predict the reactants needed to synthesize it. The reactants are: [OH:1][C@@H:2]1[CH2:7][CH2:6][CH2:5][CH2:4][C@H:3]1[N:8]1[CH2:13][CH2:12][C:11](=[O:14])[CH2:10][CH2:9]1.[O:15]1C2(CCNCC2)O[CH2:17][CH2:16]1.C12OC1CCCC2. (5) The reactants are: [CH3:1][C:2]1[NH:3][C:4]2[C:9]([CH:10]=1)=[CH:8][C:7]([CH3:11])=[CH:6][CH:5]=2.[Cl:12][C:13]1[C:22]2[C:17](=[C:18]([F:23])[CH:19]=[CH:20][CH:21]=2)[N:16]=[CH:15][CH:14]=1. Given the product [ClH:12].[CH3:1][C:2]1[NH:3][C:4]2[C:9]([C:10]=1[C:13]1[C:22]3[C:17](=[C:18]([F:23])[CH:19]=[CH:20][CH:21]=3)[N:16]=[CH:15][CH:14]=1)=[CH:8][C:7]([CH3:11])=[CH:6][CH:5]=2, predict the reactants needed to synthesize it. (6) Given the product [OH:46][C:43]([C:41]1[CH:40]=[CH:39][C:30]2[O:31][CH2:32][C:33]3[N:38]=[CH:37][CH:36]=[CH:35][C:34]=3[C:28](=[CH:27][CH2:26][CH2:25][N:10]3[CH2:11][CH2:12][C:7]([C:1]4[CH:2]=[CH:3][CH:4]=[CH:5][CH:6]=4)([OH:13])[CH2:8][CH2:9]3)[C:29]=2[CH:42]=1)([CH3:45])[CH3:44], predict the reactants needed to synthesize it. The reactants are: [C:1]1([C:7]2([OH:13])[CH2:12][CH2:11][NH:10][CH2:9][CH2:8]2)[CH:6]=[CH:5][CH:4]=[CH:3][CH:2]=1.N1C(C)=CC=CC=1C.[I-].[K+].Br[CH2:25][CH2:26][CH:27]=[C:28]1[C:34]2[CH:35]=[CH:36][CH:37]=[N:38][C:33]=2[CH2:32][O:31][C:30]2[CH:39]=[CH:40][C:41]([C:43]([OH:46])([CH3:45])[CH3:44])=[CH:42][C:29]1=2. (7) Given the product [C:1]([O:5][C:6]([NH:8][C@@H:9]([CH2:10][C:11]1[CH:12]=[CH:13][C:14]([O:17][S:36]([C:35]([F:54])([F:53])[F:34])(=[O:38])=[O:37])=[CH:15][CH:16]=1)[C:18]([O:20][C:21]([CH3:24])([CH3:23])[CH3:22])=[O:19])=[O:7])([CH3:3])([CH3:4])[CH3:2], predict the reactants needed to synthesize it. The reactants are: [C:1]([O:5][C:6]([NH:8][C@H:9]([C:18]([O:20][C:21]([CH3:24])([CH3:23])[CH3:22])=[O:19])[CH2:10][C:11]1[CH:16]=[CH:15][C:14]([OH:17])=[CH:13][CH:12]=1)=[O:7])([CH3:4])([CH3:3])[CH3:2].CCN(C(C)C)C(C)C.[F:34][C:35]([F:54])([F:53])[S:36](N(C1C=CC=CC=1)[S:36]([C:35]([F:54])([F:53])[F:34])(=[O:38])=[O:37])(=[O:38])=[O:37].O.C(O)(=O)CC(CC(O)=O)(C(O)=O)O.C(=O)(O)[O-].[Na+].